From a dataset of Merck oncology drug combination screen with 23,052 pairs across 39 cell lines. Regression. Given two drug SMILES strings and cell line genomic features, predict the synergy score measuring deviation from expected non-interaction effect. (1) Drug 1: O=S1(=O)NC2(CN1CC(F)(F)F)C1CCC2Cc2cc(C=CCN3CCC(C(F)(F)F)CC3)ccc2C1. Drug 2: Cn1nnc2c(C(N)=O)ncn2c1=O. Cell line: COLO320DM. Synergy scores: synergy=7.49. (2) Drug 1: CCC1=CC2CN(C1)Cc1c([nH]c3ccccc13)C(C(=O)OC)(c1cc3c(cc1OC)N(C)C1C(O)(C(=O)OC)C(OC(C)=O)C4(CC)C=CCN5CCC31C54)C2. Drug 2: NC(=O)c1cccc2cn(-c3ccc(C4CCCNC4)cc3)nc12. Cell line: HT29. Synergy scores: synergy=-38.7.